Predict the product of the given reaction. From a dataset of Forward reaction prediction with 1.9M reactions from USPTO patents (1976-2016). (1) The product is: [CH2:1]([CH:3]1[CH2:4][CH:5]([NH:13][C:16](=[O:26])[O:43][CH2:36][C:37]2[CH:42]=[CH:41][CH:40]=[CH:39][CH:38]=2)[CH2:6]1)[CH3:2]. Given the reactants [CH2:1]([CH:3]1[CH2:6][CH:5](C(O)=O)[CH2:4]1)[CH3:2].C([N:13]([CH:16](C)C)CC)(C)C.C1(P(N=[N+]=[N-])(C2C=CC=CC=2)=[O:26])C=CC=CC=1.[CH2:36]([OH:43])[C:37]1[CH:42]=[CH:41][CH:40]=[CH:39][CH:38]=1.[OH-].[Na+], predict the reaction product. (2) Given the reactants [C:1]([OH:12])(=[O:11])[CH:2]([C:5]1[CH:10]=[CH:9][CH:8]=[CH:7][CH:6]=1)[CH2:3][OH:4].[CH2:13](O)[CH2:14][CH2:15][CH2:16][CH2:17][CH2:18][CH2:19][CH3:20], predict the reaction product. The product is: [CH2:13]([O:11][C:1](=[O:12])[CH:2]([C:5]1[CH:6]=[CH:7][CH:8]=[CH:9][CH:10]=1)[CH2:3][OH:4])[CH2:14][CH2:15][CH2:16][CH2:17][CH2:18][CH2:19][CH3:20]. (3) Given the reactants [Cl:1][C:2]1[CH:27]=[CH:26][CH:25]=[CH:24][C:3]=1[C:4]([NH:6][C:7](=[O:23])[NH:8][C:9]1[S:10][C:11]2[CH:17]=[C:16]([S:18]([CH:21]=[CH2:22])(=[O:20])=[O:19])[CH:15]=[CH:14][C:12]=2[N:13]=1)=[O:5].[CH3:28][O:29][CH2:30][CH2:31][NH2:32], predict the reaction product. The product is: [Cl:1][C:2]1[CH:27]=[CH:26][CH:25]=[CH:24][C:3]=1[C:4]([NH:6][C:7](=[O:23])[NH:8][C:9]1[S:10][C:11]2[CH:17]=[C:16]([S:18]([CH2:21][CH2:22][NH:32][CH2:31][CH2:30][O:29][CH3:28])(=[O:20])=[O:19])[CH:15]=[CH:14][C:12]=2[N:13]=1)=[O:5]. (4) Given the reactants [C:1]1([N:7]2[C:11]([NH2:12])=[C:10]3[CH2:13][S:14][CH2:15][C:9]3=[N:8]2)[CH:6]=[CH:5][CH:4]=[CH:3][CH:2]=1.[OH-].[Na+].[C:18]1([O:24][C:25](Cl)=[O:26])[CH:23]=[CH:22][CH:21]=[CH:20][CH:19]=1, predict the reaction product. The product is: [C:1]1([N:7]2[C:11]([NH:12][C:25](=[O:26])[O:24][C:18]3[CH:23]=[CH:22][CH:21]=[CH:20][CH:19]=3)=[C:10]3[CH2:13][S:14][CH2:15][C:9]3=[N:8]2)[CH:2]=[CH:3][CH:4]=[CH:5][CH:6]=1. (5) Given the reactants [Cl-].[Al+3].[Cl-].[Cl-].[O:5]1[C:10]2[CH:11]=[CH:12][CH:13]=[CH:14][C:9]=2[NH:8][C:7](=[O:15])[CH2:6]1.[Br:16][CH:17]([CH3:21])[C:18](Br)=[O:19], predict the reaction product. The product is: [Br:16][CH:17]([CH3:21])[C:18]([C:12]1[CH:13]=[CH:14][C:9]2[NH:8][C:7](=[O:15])[CH2:6][O:5][C:10]=2[CH:11]=1)=[O:19]. (6) Given the reactants BrC1C(N2CCN(C(NC3C=CC=CC=3)=O)CC2)=C2N=C(C3C=CC(N(C)C)=CC=3)NC2=NC=1.[O:35]1[C:39]2[CH:40]=[CH:41][CH:42]=[C:43]([CH2:44][N:45]3[CH2:50][CH2:49][N:48]([C:51]4[C:56]([Br:57])=[CH:55][N:54]=[C:53]([NH2:58])[C:52]=4[N+:59]([O-])=O)[CH2:47][CH2:46]3)[C:38]=2[O:37][CH2:36]1.[O-]S(S([O-])=O)=O.[Na+].[Na+].[CH3:70][O:71][C:72]1[CH:77]=[CH:76][C:75]([CH:78]=O)=[CH:74][CH:73]=1, predict the reaction product. The product is: [O:35]1[C:39]2[CH:40]=[CH:41][CH:42]=[C:43]([CH2:44][N:45]3[CH2:50][CH2:49][N:48]([C:51]4[C:56]([Br:57])=[CH:55][N:54]=[C:53]5[NH:58][C:78]([C:75]6[CH:76]=[CH:77][C:72]([O:71][CH3:70])=[CH:73][CH:74]=6)=[N:59][C:52]=45)[CH2:47][CH2:46]3)[C:38]=2[O:37][CH2:36]1. (7) Given the reactants [Br:1][C:2]1[S:6][C:5]([NH:7][C:8](=[O:16])OC2C=CC=CC=2)=[N:4][N:3]=1.[NH2:17][C:18]1[CH:23]=[CH:22][CH:21]=[CH:20][CH:19]=1.C(N(CC)CC)C, predict the reaction product. The product is: [Br:1][C:2]1[S:6][C:5]([NH:7][C:8]([NH:17][C:18]2[CH:23]=[CH:22][CH:21]=[CH:20][CH:19]=2)=[O:16])=[N:4][N:3]=1.